Dataset: Hepatocyte clearance measurements from AstraZeneca. Task: Regression/Classification. Given a drug SMILES string, predict its absorption, distribution, metabolism, or excretion properties. Task type varies by dataset: regression for continuous measurements (e.g., permeability, clearance, half-life) or binary classification for categorical outcomes (e.g., BBB penetration, CYP inhibition). For this dataset (clearance_hepatocyte_az), we predict log10(clearance) (log10 of the in vitro intrinsic clearance, CLint, in uL/min per 10^6 hepatocytes; values are censored to the assay range of 3 to 150, which is 0.477 to 2.18 on this log10 scale). (1) The compound is CC(C)COc1cc(-c2cccc3c(=O)cc(N4CCOCC4)oc23)ccc1NC(=O)CN1CCOCC1. The log10(clearance) is 2.18. (2) The compound is CC(C)N1CCN(Cc2cnc(-c3cc(-c4cccc5[nH]ccc45)cc4[nH]ncc34)o2)CC1. The log10(clearance) is 0.480. (3) The drug is Cc1cn([C@H]2CCCN(S(=O)(=O)c3ccc(O)c(Oc4cccc(Br)c4)c3)C2)c(=O)[nH]c1=O. The log10(clearance) is 1.58. (4) The compound is O=C(NCC12CC3CC(CC(C3)C1)C2)c1ccnc(N2CCNCC2)c1Cl. The log10(clearance) is 0.860.